Predict the reaction yield, written as a fraction of the theoretical maximum amount of product (1.0 means a 100% yield; for example, 0.34 means a 34% yield). From a dataset of Reaction yield outcomes from USPTO patents with 853,638 reactions. (1) The reactants are O=[C:2]([CH:8]1[CH2:12][CH2:11][CH2:10][C:9]1=O)[C:3]([O:5][CH2:6][CH3:7])=[O:4].[Br:14][C:15]1[CH:16]=[CH:17][C:18]([F:23])=[C:19]([NH:21][NH2:22])[CH:20]=1. No catalyst specified. The product is [Br:14][C:15]1[CH:16]=[CH:17][C:18]([F:23])=[C:19]([N:21]2[C:9]3[CH2:10][CH2:11][CH2:12][C:8]=3[C:2]([C:3]([O:5][CH2:6][CH3:7])=[O:4])=[N:22]2)[CH:20]=1. The yield is 0.680. (2) The reactants are [Cl-].[Al+3].[Cl-].[Cl-].[C:5](Cl)(=[O:7])[CH3:6].[Cl:9][CH2:10][CH2:11][CH2:12][C:13]1[CH:18]=[CH:17][CH:16]=[CH:15][CH:14]=1. The catalyst is ClCCl. The product is [Cl:9][CH2:10][CH2:11][CH2:12][C:13]1[CH:18]=[CH:17][C:16]([C:5](=[O:7])[CH3:6])=[CH:15][CH:14]=1. The yield is 0.980.